From a dataset of Forward reaction prediction with 1.9M reactions from USPTO patents (1976-2016). Predict the product of the given reaction. (1) Given the reactants [C:1]([C:3]1[CH2:24][C@@:23]2([CH3:25])[C@@H:6]([CH2:7][CH2:8][C@:9]3([CH3:34])[C:22]2=[CH:21][C:20](=[O:26])[C@@:19]2([OH:27])[C@@:10]3([CH3:33])[CH2:11][CH2:12][C@:13]3([CH3:32])[C@H:18]2[CH2:17][C@@:16]([CH3:31])([C:28]([OH:30])=[O:29])[CH2:15][CH2:14]3)[C:5]([CH3:36])([CH3:35])[C:4]=1[OH:37])#[N:2].BrN1C(C)(C)C(=O)N(Br)C1=O.N1C=CC=CC=1.P(=O)(O)(O)O, predict the reaction product. The product is: [C:1]([C:3]1[C:4](=[O:37])[C:5]([CH3:36])([CH3:35])[C@H:6]2[C@:23]([CH3:25])([CH:24]=1)[C:22]1[C@:9]([CH3:34])([C@@:10]3([CH3:33])[C@:19]([OH:27])([C:20](=[O:26])[CH:21]=1)[C@H:18]1[C@:13]([CH3:32])([CH2:14][CH2:15][C@:16]([CH3:31])([C:28]([OH:30])=[O:29])[CH2:17]1)[CH2:12][CH2:11]3)[CH2:8][CH2:7]2)#[N:2]. (2) Given the reactants [CH2:1]([OH:3])[CH3:2].O.[H][H].[CH3:7][O:8][C:9]1[CH:18]=[C:17]2[C:12]([CH:13]=[CH:14][CH:15]=[C:16]2[CH2:19][C:20]#[N:21])=[CH:11][CH:10]=1, predict the reaction product. The product is: [CH3:7][O:8][C:9]1[CH:18]=[C:17]2[C:12]([CH:13]=[CH:14][CH:15]=[C:16]2[CH2:19][CH2:20][NH:21][C:1](=[O:3])[CH3:2])=[CH:11][CH:10]=1. (3) Given the reactants [C:1]([C:4]1[C:9]([C:10]2[CH:15]=[CH:14]N=[CH:12][CH:11]=2)=[N:8][N:7]([CH2:16][CH2:17]O)[C:6](=[O:19])[C:5]=1[NH:20]C1C=C(C=CC=1)C#N)(=[O:3])[CH3:2].Br[C:30]1[CH:31]=[N:32][CH:33]=[CH:34][C:35]=1[CH3:36].[C:37](=O)([O-])[O-].[K+].[K+], predict the reaction product. The product is: [C:1]([C:4]1[C:9]([C:10]2[CH:11]=[CH:12][CH:37]=[CH:14][CH:15]=2)=[N:8][N:7]([CH2:16][CH3:17])[C:6](=[O:19])[C:5]=1[NH:20][C:30]1[CH:31]=[N:32][CH:33]=[CH:34][C:35]=1[CH3:36])(=[O:3])[CH3:2]. (4) Given the reactants [NH2:1][C:2]1[C:3]([CH3:35])=[C:4]([C:8]2[CH:20]=[CH:19][C:18]([C:21](=[O:23])[NH2:22])=[C:17]3[C:9]=2[C:10]2[CH2:11][CH2:12][CH:13]([NH:24][C:25](=[O:34])[O:26][CH2:27][C:28]4[CH:33]=[CH:32][CH:31]=[CH:30][CH:29]=4)[CH2:14][C:15]=2[NH:16]3)[CH:5]=[CH:6][CH:7]=1.Cl.[N:37]1[CH:42]=[CH:41][CH:40]=[CH:39][C:38]=1[C:43](Cl)=[O:44], predict the reaction product. The product is: [C:21]([C:18]1[CH:19]=[CH:20][C:8]([C:4]2[CH:5]=[CH:6][CH:7]=[C:2]([NH:1][C:43](=[O:44])[C:38]3[CH:39]=[CH:40][CH:41]=[CH:42][N:37]=3)[C:3]=2[CH3:35])=[C:9]2[C:17]=1[NH:16][C:15]1[CH2:14][CH:13]([NH:24][C:25](=[O:34])[O:26][CH2:27][C:28]3[CH:29]=[CH:30][CH:31]=[CH:32][CH:33]=3)[CH2:12][CH2:11][C:10]2=1)(=[O:23])[NH2:22]. (5) The product is: [C:1]1([C@@H:7]2[CH2:11][O:10][C:9](=[O:12])[N:8]2[C:28](=[O:29])/[CH:27]=[CH:26]/[C:23]2[CH:22]=[CH:21][C:20]([C:19]([F:31])([F:32])[F:18])=[CH:25][CH:24]=2)[CH:2]=[CH:3][CH:4]=[CH:5][CH:6]=1. Given the reactants [C:1]1([C@@H:7]2[CH2:11][O:10][C:9](=[O:12])[NH:8]2)[CH:6]=[CH:5][CH:4]=[CH:3][CH:2]=1.[Li+].CCC[CH2-].[F:18][C:19]([F:32])([F:31])[C:20]1[CH:25]=[CH:24][C:23](/[CH:26]=[CH:27]/[C:28](Cl)=[O:29])=[CH:22][CH:21]=1, predict the reaction product. (6) The product is: [Br:62][C:63]1[CH:64]=[C:65]([CH2:70][N:20]([CH2:19][C:10]2[C:11]([NH:12][CH:13]3[CH2:14][CH2:15][O:16][CH2:17][CH2:18]3)=[C:6]3[CH:5]=[N:4][N:3]([CH2:1][CH3:2])[C:7]3=[N:8][C:9]=2[CH2:29][CH3:30])[C:21]([C:23]2([C:26]([NH2:32])=[O:28])[CH2:24][CH2:25]2)=[O:22])[CH:66]=[CH:67][C:68]=1[Cl:69]. Given the reactants [CH2:1]([N:3]1[C:7]2=[N:8][C:9]([CH2:29][CH3:30])=[C:10]([CH2:19][NH:20][C:21]([C:23]3([C:26]([OH:28])=O)[CH2:25][CH2:24]3)=[O:22])[C:11]([NH:12][CH:13]3[CH2:18][CH2:17][O:16][CH2:15][CH2:14]3)=[C:6]2[CH:5]=[N:4]1)[CH3:2].C[N:32](C(ON1N=NC2C=CC=CC1=2)=[N+](C)C)C.F[P-](F)(F)(F)(F)F.CCN(CC)CC.[Br:62][C:63]1[CH:64]=[C:65]([CH2:70]N)[CH:66]=[CH:67][C:68]=1[Cl:69], predict the reaction product. (7) Given the reactants [C:1]([C:3]1[C:4]([C:21]2[N:25]3[CH:26]=[CH:27][CH:28]=[C:29]([CH:30]([F:32])[F:31])[C:24]3=[N:23][CH:22]=2)=[N:5][C:6]([NH:9][CH:10]([C:12]2[CH:13]=[C:14]([CH:18]=[CH:19][CH:20]=2)[C:15](O)=[O:16])[CH3:11])=[N:7][CH:8]=1)#[N:2].C1N=CN(C(N2C=NC=C2)=O)C=1.[Na].C(=O)([O-])O.[Na+], predict the reaction product. The product is: [F:32][CH:30]([F:31])[C:29]1[C:24]2[N:25]([C:21]([C:4]3[C:3]([C:1]#[N:2])=[CH:8][N:7]=[C:6]([NH:9][CH:10]([C:12]4[CH:20]=[CH:19][CH:18]=[C:14]([CH2:15][OH:16])[CH:13]=4)[CH3:11])[N:5]=3)=[CH:22][N:23]=2)[CH:26]=[CH:27][CH:28]=1. (8) Given the reactants [OH:1][C@@H:2]([CH3:28])[CH2:3][CH2:4][CH2:5][CH2:6][N:7]1[C:16](=[O:17])[C:15]2[N:14]([CH2:18][C:19]3[CH:24]=[CH:23][CH:22]=[CH:21][CH:20]=3)[C:13]([CH2:25][NH2:26])=[N:12][C:11]=2[N:10]([CH3:27])[C:8]1=[O:9].C(N(CC)CC)C.[C:36](O[C:36]([O:38][C:39]([CH3:42])([CH3:41])[CH3:40])=[O:37])([O:38][C:39]([CH3:42])([CH3:41])[CH3:40])=[O:37], predict the reaction product. The product is: [OH:1][C@@H:2]([CH3:28])[CH2:3][CH2:4][CH2:5][CH2:6][N:7]1[C:16](=[O:17])[C:15]2[N:14]([CH2:18][C:19]3[CH:24]=[CH:23][CH:22]=[CH:21][CH:20]=3)[C:13]([CH2:25][NH:26][C:36]([O:38][C:39]([CH3:42])([CH3:41])[CH3:40])=[O:37])=[N:12][C:11]=2[N:10]([CH3:27])[C:8]1=[O:9].